This data is from Reaction yield outcomes from USPTO patents with 853,638 reactions. The task is: Predict the reaction yield, written as a fraction of the theoretical maximum amount of product (1.0 means a 100% yield; for example, 0.34 means a 34% yield). (1) The reactants are [F:1][C:2]1[CH:6]=[N:5][N:4]([CH3:7])[C:3]=1[C:8]1[CH:9]=[C:10]([NH2:16])[CH:11]=[CH:12][C:13]=1[O:14][CH3:15].[Cl:17][C:18]1[CH:19]=[C:20]([N:24]=[C:25]=[O:26])[CH:21]=[CH:22][CH:23]=1. No catalyst specified. The product is [Cl:17][C:18]1[CH:19]=[C:20]([NH:24][C:25]([NH:16][C:10]2[CH:11]=[CH:12][C:13]([O:14][CH3:15])=[C:8]([C:3]3[N:4]([CH3:7])[N:5]=[CH:6][C:2]=3[F:1])[CH:9]=2)=[O:26])[CH:21]=[CH:22][CH:23]=1. The yield is 0.270. (2) The reactants are [CH2:1]([O:4][C:5]1([CH3:35])[CH2:10][CH2:9][N:8]([C:11]2[N:16]3[N:17]=[C:18]([C:20]([OH:22])=O)[CH:19]=[C:15]3[N:14]=[C:13]([CH3:23])[C:12]=2[C@H:24]([O:30][C:31]([CH3:34])([CH3:33])[CH3:32])[C:25]([O:27][CH2:28][CH3:29])=[O:26])[CH2:7][CH2:6]1)[CH:2]=[CH2:3].CN(C(ON1N=N[C:46]2[CH:47]=[CH:48][CH:49]=[N:50][C:45]1=2)=[N+](C)C)C.[F:53][P-](F)(F)(F)(F)F.Cl.[CH2:61]([O:64][C:65]1C=C(F)C=[CH:67][C:66]=1CN)[CH:62]=C. The catalyst is C(Cl)Cl. The product is [CH2:65]([O:64][C:61]1[CH:62]=[C:48]([CH:47]=[CH:46][C:45]=1[F:53])[CH2:49][NH:50][C:20]([C:18]1[CH:19]=[C:15]2[N:14]=[C:13]([CH3:23])[C:12]([C@H:24]([O:30][C:31]([CH3:33])([CH3:34])[CH3:32])[C:25]([O:27][CH2:28][CH3:29])=[O:26])=[C:11]([N:8]3[CH2:7][CH2:6][C:5]([O:4][CH2:1][CH:2]=[CH2:3])([CH3:35])[CH2:10][CH2:9]3)[N:16]2[N:17]=1)=[O:22])[CH:66]=[CH2:67]. The yield is 0.700.